From a dataset of Full USPTO retrosynthesis dataset with 1.9M reactions from patents (1976-2016). Predict the reactants needed to synthesize the given product. (1) Given the product [Si:12]([O:8][C:5]1[CH:6]=[CH:7][C:2]([NH2:1])=[C:3]([N+:9]([O-:11])=[O:10])[CH:4]=1)([C:15]([CH3:18])([CH3:17])[CH3:16])([CH3:14])[CH3:13], predict the reactants needed to synthesize it. The reactants are: [NH2:1][C:2]1[CH:7]=[CH:6][C:5]([OH:8])=[CH:4][C:3]=1[N+:9]([O-:11])=[O:10].[Si:12](Cl)([C:15]([CH3:18])([CH3:17])[CH3:16])([CH3:14])[CH3:13].N1C=CN=C1.O. (2) Given the product [Cl:1][C:2]1[CH:3]=[C:4]2[C:10]([S:11]([C:14]3[CH:15]=[C:16]([NH2:20])[CH:17]=[CH:18][CH:19]=3)(=[O:13])=[O:12])=[CH:9][NH:8][C:5]2=[N:6][CH:7]=1, predict the reactants needed to synthesize it. The reactants are: [Cl:1][C:2]1[CH:3]=[C:4]2[C:10]([S:11]([C:14]3[CH:19]=[CH:18][CH:17]=[C:16]([N+:20]([O-])=O)[CH:15]=3)(=[O:13])=[O:12])=[CH:9][NH:8][C:5]2=[N:6][CH:7]=1.C(O)C.[Sn](Cl)Cl.C(=O)(O)[O-].[Na+].